Dataset: Full USPTO retrosynthesis dataset with 1.9M reactions from patents (1976-2016). Task: Predict the reactants needed to synthesize the given product. Given the product [Cl:1][C:2]1[C:7]([C:8]2([CH2:11][NH2:12])[CH2:9][CH2:10]2)=[CH:6][CH:5]=[C:4]([Cl:13])[N:3]=1, predict the reactants needed to synthesize it. The reactants are: [Cl:1][C:2]1[C:7]([C:8]2([C:11]#[N:12])[CH2:10][CH2:9]2)=[CH:6][CH:5]=[C:4]([Cl:13])[N:3]=1.[H-].C([Al+]CC(C)C)C(C)C.[BH4-].[Na+].CO.